This data is from Catalyst prediction with 721,799 reactions and 888 catalyst types from USPTO. The task is: Predict which catalyst facilitates the given reaction. (1) Reactant: [CH2:1]([S:4]([C@:7]1([C:26]2[CH:31]=[CH:30][C:29]([C:32]3[CH:37]=[CH:36][CH:35]=[CH:34][CH:33]=3)=[CH:28][CH:27]=2)[CH2:11][N:10]([C:12]([O:14][CH2:15][C:16]2[CH:21]=[CH:20][CH:19]=[CH:18][CH:17]=2)=[O:13])[C@H:9]([C:22]([O:24][CH3:25])=[O:23])[CH2:8]1)(=[O:6])=[O:5])[CH:2]=[CH2:3]. Product: [C:29]1([C:32]2[CH:33]=[CH:34][CH:35]=[CH:36][CH:37]=2)[CH:30]=[CH:31][C:26]([C@@:7]2([S:4]([CH2:1][CH2:2][CH3:3])(=[O:6])=[O:5])[CH2:11][N:10]([C:12]([O:14][CH2:15][C:16]3[CH:21]=[CH:20][CH:19]=[CH:18][CH:17]=3)=[O:13])[C@H:9]([C:22]([O:24][CH3:25])=[O:23])[CH2:8]2)=[CH:27][CH:28]=1. The catalyst class is: 43. (2) Reactant: [C:1]1([C:7]([C:9]2[N:10]=[C:11]([O:25][CH2:26][CH2:27][CH3:28])[C:12]3[N:17]=[C:16]([C:18]4[CH:23]=[CH:22][CH:21]=[C:20]([CH3:24])[CH:19]=4)[O:15][C:13]=3[N:14]=2)=[CH2:8])[CH:6]=[CH:5][CH:4]=[CH:3][CH:2]=1. Product: [C:1]1([CH:7]([C:9]2[N:10]=[C:11]([O:25][CH2:26][CH2:27][CH3:28])[C:12]3[N:17]=[C:16]([C:18]4[CH:23]=[CH:22][CH:21]=[C:20]([CH3:24])[CH:19]=4)[O:15][C:13]=3[N:14]=2)[CH3:8])[CH:2]=[CH:3][CH:4]=[CH:5][CH:6]=1. The catalyst class is: 19. (3) Product: [C:13]1([CH3:23])[CH:14]=[CH:15][C:16]([S:19]([OH:22])(=[O:20])=[O:21])=[CH:17][CH:18]=1.[Br:1][C:2]1[S:3][C:4]2[CH2:5][N:6]([CH3:11])[CH2:7][CH2:8][C:9]=2[N:10]=1. The catalyst class is: 5. Reactant: [Br:1][C:2]1[S:3][C:4]2[CH2:5][N:6]([CH3:11])[CH2:7][CH2:8][C:9]=2[N:10]=1.O.[C:13]1([CH3:23])[CH:18]=[CH:17][C:16]([S:19]([OH:22])(=[O:21])=[O:20])=[CH:15][CH:14]=1. (4) Reactant: [C:1]1([CH3:11])[CH:6]=[CH:5][C:4]([S:7]([OH:10])(=[O:9])=[O:8])=[CH:3][CH:2]=1.[Cl:12][C:13]1[CH:18]=[CH:17][C:16]([CH:19]2[N:23]([C:24]3[CH:29]=[CH:28][C:27]([Cl:30])=[CH:26][C:25]=3[Cl:31])[N:22]=[C:21]([C:32]([NH:34][N:35]3[CH2:40][CH2:39][CH2:38][CH2:37][CH2:36]3)=[O:33])[CH2:20]2)=[CH:15][CH:14]=1. Product: [C:1]1([CH3:11])[CH:2]=[CH:3][C:4]([S:7]([OH:10])(=[O:8])=[O:9])=[CH:5][CH:6]=1.[Cl:12][C:13]1[CH:18]=[CH:17][C:16]([CH:19]2[N:23]([C:24]3[CH:29]=[CH:28][C:27]([Cl:30])=[CH:26][C:25]=3[Cl:31])[N:22]=[C:21]([C:32]([NH:34][N:35]3[CH2:36][CH2:37][CH2:38][CH2:39][CH2:40]3)=[O:33])[CH2:20]2)=[CH:15][CH:14]=1. The catalyst class is: 13. (5) Reactant: [OH:1][CH:2]([CH2:7][CH2:8][CH2:9][CH2:10][CH2:11][CH2:12][CH2:13][CH2:14][CH2:15][CH2:16][CH2:17][CH2:18][CH3:19])[CH2:3][C:4]([OH:6])=[O:5].[CH2:20](Br)[C:21]([C:23]1[CH:28]=[CH:27][CH:26]=[CH:25][CH:24]=1)=[O:22].C(N(CC)CC)C. Product: [OH:1][CH:2]([CH2:7][CH2:8][CH2:9][CH2:10][CH2:11][CH2:12][CH2:13][CH2:14][CH2:15][CH2:16][CH2:17][CH2:18][CH3:19])[CH2:3][C:4]([O:6][CH2:20][C:21]([C:23]1[CH:28]=[CH:27][CH:26]=[CH:25][CH:24]=1)=[O:22])=[O:5]. The catalyst class is: 13. (6) Reactant: [Br:1][C:2]1[CH:3]=[CH:4][C:5]2=[C:6]([CH:15]=1)[O:7][CH2:8][CH2:9][C:10]([CH:13]=O)=[C:11]2Cl.C(=O)([O-])[O-].[K+].[K+].[C:22]([O:26][CH3:27])(=[O:25])[CH2:23][SH:24]. Product: [Br:1][C:2]1[CH:3]=[CH:4][C:5]2[C:11]3[S:24][C:23]([C:22]([O:26][CH3:27])=[O:25])=[CH:13][C:10]=3[CH2:9][CH2:8][O:7][C:6]=2[CH:15]=1. The catalyst class is: 18.